This data is from Full USPTO retrosynthesis dataset with 1.9M reactions from patents (1976-2016). The task is: Predict the reactants needed to synthesize the given product. (1) Given the product [Cl:1][C:2]1[CH:7]=[CH:6][C:5]([C:8]2[N:13]=[C:12]3[C:11]([N:22]([CH2:23][C:24]4[CH:25]=[CH:26][CH:27]=[CH:28][CH:29]=4)[CH:37]([CH3:38])[N:14]3[CH2:15][C:16]3[CH:17]=[CH:18][CH:19]=[CH:20][CH:21]=3)=[C:10]([C:30]([O:32][CH3:33])=[O:31])[N:9]=2)=[C:4]([F:34])[C:3]=1[O:35][CH3:36], predict the reactants needed to synthesize it. The reactants are: [Cl:1][C:2]1[CH:7]=[CH:6][C:5]([C:8]2[N:13]=[C:12]([NH:14][CH2:15][C:16]3[CH:21]=[CH:20][CH:19]=[CH:18][CH:17]=3)[C:11]([NH:22][CH2:23][C:24]3[CH:29]=[CH:28][CH:27]=[CH:26][CH:25]=3)=[C:10]([C:30]([O:32][CH3:33])=[O:31])[N:9]=2)=[C:4]([F:34])[C:3]=1[O:35][CH3:36].[CH:37](=O)[CH3:38]. (2) Given the product [CH3:1][O:2][C:3](=[O:12])[C:4]1[CH:9]=[CH:8][CH:7]=[C:6]([Cl:10])[C:5]=1[C:13]#[N:14], predict the reactants needed to synthesize it. The reactants are: [CH3:1][O:2][C:3](=[O:12])[C:4]1[CH:9]=[CH:8][CH:7]=[C:6]([Cl:10])[C:5]=1Br.[C:13]([Cu])#[N:14].CCOC(C)=O.[OH-].[Na+]. (3) Given the product [C:2]([C:6]1[CH:19]=[CH:18][C:9]2[NH:10][C:11]([CH2:13][CH2:14][CH2:15][CH2:16][NH:23][CH:20]([CH3:22])[CH3:21])=[N:12][C:8]=2[CH:7]=1)([CH3:5])([CH3:4])[CH3:3], predict the reactants needed to synthesize it. The reactants are: Cl.[C:2]([C:6]1[CH:19]=[CH:18][C:9]2[NH:10][C:11]([CH2:13][CH2:14][CH2:15][CH2:16]Cl)=[N:12][C:8]=2[CH:7]=1)([CH3:5])([CH3:4])[CH3:3].[CH:20]([NH2:23])([CH3:22])[CH3:21]. (4) Given the product [Cl:21][C:16]1[CH:15]=[C:14]([NH:13][C@H:12]([C:11]([OH:23])=[O:10])[CH3:22])[CH:19]=[CH:18][C:17]=1[Cl:20], predict the reactants needed to synthesize it. The reactants are: ClC1C=C(Cl)C=C(Cl)C=1[O:10][C:11](=[O:23])[C@H:12]([CH3:22])[NH:13][C:14]1[CH:19]=[CH:18][C:17]([Cl:20])=[C:16]([Cl:21])[CH:15]=1.COC(=O)[C@H](C)NC1C=CC(Cl)=C(Cl)C=1.C(=NO)(N)CCC. (5) Given the product [OH:34][CH2:33][CH:31]1[O:30][N:29]=[C:28]([C:26]2[S:27][C:23]([C:2]3[CH:3]=[CH:4][C:5]([N:8]4[CH2:12][C@H:11]([CH2:13][N:14]5[CH:18]=[C:17]([CH3:19])[N:16]=[N:15]5)[O:10][C:9]4=[O:20])=[N:6][CH:7]=3)=[CH:24][CH:25]=2)[CH2:32]1, predict the reactants needed to synthesize it. The reactants are: Br[C:2]1[CH:3]=[CH:4][C:5]([N:8]2[CH2:12][C@H:11]([CH2:13][N:14]3[CH:18]=[C:17]([CH3:19])[N:16]=[N:15]3)[O:10][C:9]2=[O:20])=[N:6][CH:7]=1.C[Sn](C)(C)[C:23]1[S:27][C:26]([C:28]2[CH2:32][CH:31]([CH2:33][OH:34])[O:30][N:29]=2)=[CH:25][CH:24]=1.O1C=CC=C1P(C1OC=CC=1)C1OC=CC=1. (6) Given the product [CH3:20][O:21][C:22](=[O:29])[C@H:23]([CH2:25][CH2:26][CH2:27][CH3:28])[NH:24][C:7]([O:6][CH2:4][CH2:3][CH2:2][CH:1]=[CH2:30])=[O:8], predict the reactants needed to synthesize it. The reactants are: [CH2:1]=[CH:2][CH2:3][CH:4]([OH:6])C.[C:7](N1C=CN=C1)(N1C=CN=C1)=[O:8].Cl.[CH3:20][O:21][C:22](=[O:29])[C@H:23]([CH2:25][CH2:26][CH2:27][CH3:28])[NH2:24].[CH3:30]N(C=O)C. (7) Given the product [N+:1]([C:4]1[CH:5]=[N:6][CH:7]=[CH:8][C:9]=1[C:10]1[CH2:15][CH2:14][CH2:13][CH:12]([OH:16])[CH:11]=1)([O-:3])=[O:2], predict the reactants needed to synthesize it. The reactants are: [N+:1]([C:4]1[CH:5]=[N:6][CH:7]=[CH:8][C:9]=1[C:10]1[CH2:15][CH2:14][CH2:13][C:12](=[O:16])[CH:11]=1)([O-:3])=[O:2].[BH4-].[Na+]. (8) Given the product [C:13]([O:12][C:10](=[O:9])[NH:8][C:5]1[CH:6]=[N:7][C:2]([Cl:1])=[CH:3][CH:4]=1)([CH3:16])([CH3:15])[CH3:14], predict the reactants needed to synthesize it. The reactants are: [Cl:1][C:2]1[N:7]=[CH:6][C:5]([NH2:8])=[CH:4][CH:3]=1.[O:9](C(OC(C)(C)C)=O)[C:10]([O:12][C:13]([CH3:16])([CH3:15])[CH3:14])=O.ClC(Cl)C.